Dataset: Reaction yield outcomes from USPTO patents with 853,638 reactions. Task: Predict the reaction yield, written as a fraction of the theoretical maximum amount of product (1.0 means a 100% yield; for example, 0.34 means a 34% yield). (1) The reactants are [CH3:1][N:2]([S:15]([C:18]1[CH:23]=[CH:22][CH:21]=[CH:20][C:19]=1[C:24]([F:27])([F:26])[F:25])(=[O:17])=[O:16])[C:3]1[CH:4]=[CH:5][CH:6]=[C:7]2[C:11]=1[NH:10][C:9]([C:12](=[S:14])[NH2:13])=[CH:8]2.[C:28]([O:33][CH2:34][CH3:35])(=[O:32])[C:29]#[C:30][CH3:31].C(P(CCCC)CCCC)CCC.C1(C)C=CC=CC=1. The catalyst is O1CCCC1. The product is [CH3:1][N:2]([S:15]([C:18]1[CH:23]=[CH:22][CH:21]=[CH:20][C:19]=1[C:24]([F:27])([F:25])[F:26])(=[O:17])=[O:16])[C:3]1[CH:4]=[CH:5][CH:6]=[C:7]2[C:11]=1[NH:10][C:9]([C:12]1[S:14][CH:30]([CH2:29][C:28]([O:33][CH2:34][CH3:35])=[O:32])[CH2:31][N:13]=1)=[CH:8]2. The yield is 0.570. (2) The reactants are [F:1][C:2]1[CH:7]=[CH:6][CH:5]=[CH:4][C:3]=1[CH:8]([OH:25])[CH2:9][O:10][C:11]1[CH:24]=[CH:23][C:14]([CH2:15][CH:16]2[S:20][C:19](=[O:21])[NH:18][C:17]2=[O:22])=[CH:13][CH:12]=1.CS(C)=O.O=P12OP3(OP(OP(O3)(O1)=O)(=O)O2)=O.C(N(CC)CC)C. The catalyst is C(Cl)Cl.O. The product is [F:1][C:2]1[CH:7]=[CH:6][CH:5]=[CH:4][C:3]=1[C:8](=[O:25])[CH2:9][O:10][C:11]1[CH:24]=[CH:23][C:14]([CH2:15][CH:16]2[S:20][C:19](=[O:21])[NH:18][C:17]2=[O:22])=[CH:13][CH:12]=1. The yield is 0.660. (3) The reactants are [CH3:1][O:2][CH2:3][C@H:4]([CH3:38])[O:5][C:6]1[CH:7]=[C:8]2[C:12](=[C:13]([N:15]([CH3:25])[S:16]([C:19]3[CH:24]=[CH:23][CH:22]=[CH:21][N:20]=3)(=[O:18])=[O:17])[CH:14]=1)[NH:11][C:10]([C:26]1[S:27][CH:28]([CH2:31][N:32]3[CH2:37][CH2:36][S:35][CH2:34][CH2:33]3)[CH2:29][N:30]=1)=[CH:9]2.ClC1C=CC=C(C(OO)=[O:47])C=1.S([O-])([O-])(=O)=S.[Na+].[Na+]. The catalyst is ClCCl.C(OCC)(=O)C. The product is [CH3:1][O:2][CH2:3][C@H:4]([CH3:38])[O:5][C:6]1[CH:7]=[C:8]2[C:12](=[C:13]([N:15]([CH3:25])[S:16]([C:19]3[CH:24]=[CH:23][CH:22]=[CH:21][N:20]=3)(=[O:18])=[O:17])[CH:14]=1)[NH:11][C:10]([C:26]1[S:27][CH:28]([CH2:31][N:32]3[CH2:37][CH2:36][S:35](=[O:47])[CH2:34][CH2:33]3)[CH2:29][N:30]=1)=[CH:9]2. The yield is 0.460. (4) The reactants are [Cl:1][CH2:2][CH:3]([OH:12])[CH2:4][O:5][C:6]1[CH:11]=[CH:10][CH:9]=[CH:8][CH:7]=1.[Br-].[Na+].C(=O)([O-])O.[Na+].Cl[O-].[Na+].S([O-])([O-])(=O)=S.[Na+].[Na+]. The catalyst is CC1(C)N([O])C(C)(C)CCC1.O.C(OCC)(=O)C. The product is [Cl:1][CH2:2][C:3](=[O:12])[CH2:4][O:5][C:6]1[CH:11]=[CH:10][CH:9]=[CH:8][CH:7]=1. The yield is 0.820. (5) The reactants are Br[C:2]1[CH:7]=[CH:6][CH:5]=[CH:4][CH:3]=1.[Mg].[C:9]([O:24][C@@H:25]1[CH2:30][C@H:29]([CH3:31])[CH2:28][CH2:27][C@H:26]1[CH:32]([CH3:34])[CH3:33])(=[O:23])[C:10]([O:12][C@@H]1C[C@H](C)CC[C@H]1C(C)C)=O. The catalyst is C1COCC1. The product is [O:12]=[C:10]([C:2]1[CH:7]=[CH:6][CH:5]=[CH:4][CH:3]=1)[C:9]([O:24][C@@H:25]1[CH2:30][C@H:29]([CH3:31])[CH2:28][CH2:27][C@H:26]1[CH:32]([CH3:33])[CH3:34])=[O:23]. The yield is 0.320.